Dataset: Full USPTO retrosynthesis dataset with 1.9M reactions from patents (1976-2016). Task: Predict the reactants needed to synthesize the given product. (1) Given the product [C:1]([N:4]1[CH2:8][CH2:7][CH:6]([C:9]2[CH:10]=[CH:11][C:12]([C:15]3[CH:16]=[C:17]4[C:21](=[CH:22][C:23]=3[Cl:24])[NH:20][CH:19]=[C:18]4[C:25]([OH:28])=[O:26])=[CH:13][CH:14]=2)[CH2:5]1)(=[O:3])[CH3:2], predict the reactants needed to synthesize it. The reactants are: [C:1]([N:4]1[CH2:8][CH2:7][CH:6]([C:9]2[CH:14]=[CH:13][C:12]([C:15]3[CH:16]=[C:17]4[C:21](=[CH:22][C:23]=3[Cl:24])[NH:20][CH:19]=[C:18]4[CH:25]=[O:26])=[CH:11][CH:10]=2)[CH2:5]1)(=[O:3])[CH3:2].Cl([O-])=[O:28].[Na+].O.O.OP([O-])(O)=O.[Na+]. (2) The reactants are: C([Li])CCC.[C:6]([O:10][C:11]([NH:13][C:14]1[CH:19]=[CH:18][N:17]=[CH:16][CH:15]=1)=[O:12])([CH3:9])([CH3:8])[CH3:7].CCOCC.[C:25](=[O:27])=[O:26]. Given the product [C:6]([O:10][C:11]([NH:13][C:14]1[C:15]([C:25]([OH:27])=[O:26])=[CH:16][N:17]=[CH:18][CH:19]=1)=[O:12])([CH3:9])([CH3:7])[CH3:8], predict the reactants needed to synthesize it. (3) Given the product [F:16][C:17]([F:30])([F:29])[S:18]([O:7][CH2:6][CH2:5][CH2:4][N:1]=[N+:2]=[N-:3])(=[O:20])=[O:19], predict the reactants needed to synthesize it. The reactants are: [N:1]([CH2:4][CH2:5][CH2:6][OH:7])=[N+:2]=[N-:3].N1C(C)=CC=CC=1C.[F:16][C:17]([F:30])([F:29])[S:18](O[S:18]([C:17]([F:30])([F:29])[F:16])(=[O:20])=[O:19])(=[O:20])=[O:19].O[C@@H]([C@H]1C(=O)N2C(C(OCC3C=CC([N+]([O-])=O)=CC=3)=O)=C(C3SC4=C(SC)N=CN4C=3)[C@H](C)[C@H]12)C.[Cl-].N(CCCN1C(SC)=C2SC(C3[C@H](C)[C@@H]4[C@@H]([C@H](O)C)C(=O)N4C=3C(OCC3C=CC([N+]([O-])=O)=CC=3)=O)=C[N+]2=C1)=[N+]=[N-]. (4) Given the product [CH:1]1([NH:4][CH:9]([C:13]2[CH:18]=[CH:17][N:16]=[CH:15][CH:14]=2)[CH2:10][CH3:11])[CH2:3][CH2:2]1, predict the reactants needed to synthesize it. The reactants are: [CH:1]1([NH2:4])[CH2:3][CH2:2]1.C(O)(=O)C.[C:9]([C:13]1[CH:18]=[CH:17][N:16]=[CH:15][CH:14]=1)(=O)[CH2:10][CH3:11].C([BH3-])#N.[Na+]. (5) The reactants are: [Cl:1][C:2]1[CH:3]=[C:4]([C:24]2([C:30]([O:32]CC)=[O:31])[CH2:29][C:26]3([CH2:28][CH2:27]3)[CH2:25]2)[CH:5]=[C:6]([C:14]2[CH:19]=[CH:18][C:17]([C:20]([F:23])([F:22])[F:21])=[CH:16][CH:15]=2)[C:7]=1[O:8][CH2:9][C:10]([F:13])([F:12])[F:11].O.[OH-].[Li+]. Given the product [Cl:1][C:2]1[CH:3]=[C:4]([C:24]2([C:30]([OH:32])=[O:31])[CH2:29][C:26]3([CH2:28][CH2:27]3)[CH2:25]2)[CH:5]=[C:6]([C:14]2[CH:19]=[CH:18][C:17]([C:20]([F:22])([F:23])[F:21])=[CH:16][CH:15]=2)[C:7]=1[O:8][CH2:9][C:10]([F:13])([F:11])[F:12], predict the reactants needed to synthesize it. (6) The reactants are: [CH:1]1([NH2:7])[CH2:6][CH2:5][CH2:4][CH2:3][CH2:2]1.C(N(C(C)C)C(C)C)C.[Cl:17][C:18]1[N:23]=[C:22]([Cl:24])[C:21]([C:25](Cl)=[O:26])=[CH:20][N:19]=1. Given the product [Cl:17][C:18]1[N:23]=[C:22]([Cl:24])[C:21]([C:25]([NH:7][CH:1]2[CH2:6][CH2:5][CH2:4][CH2:3][CH2:2]2)=[O:26])=[CH:20][N:19]=1, predict the reactants needed to synthesize it. (7) Given the product [CH3:40][O:41][C:42](=[O:47])[CH2:43][C:44]([NH:31][C:25]1[CH:26]=[CH:27][CH:28]=[C:29]([CH3:30])[C:24]=1[C:20]1[CH:21]=[CH:22][CH:23]=[C:18]([S:15]([C:13]2[CH:14]=[C:10]([C:8]([NH:7][C:6]([O:5][C:1]([CH3:4])([CH3:3])[CH3:2])=[O:34])=[NH:9])[S:11][C:12]=2[S:32][CH3:33])(=[O:17])=[O:16])[CH:19]=1)=[O:45], predict the reactants needed to synthesize it. The reactants are: [C:1]([O:5][C:6](=[O:34])[NH:7][C:8]([C:10]1[S:11][C:12]([S:32][CH3:33])=[C:13]([S:15]([C:18]2[CH:19]=[C:20]([C:24]3[C:29]([CH3:30])=[CH:28][CH:27]=[CH:26][C:25]=3[NH2:31])[CH:21]=[CH:22][CH:23]=2)(=[O:17])=[O:16])[CH:14]=1)=[NH:9])([CH3:4])([CH3:3])[CH3:2].C1COCC1.[CH3:40][O:41][C:42](=[O:47])[CH2:43][C:44](Cl)=[O:45].